This data is from Full USPTO retrosynthesis dataset with 1.9M reactions from patents (1976-2016). The task is: Predict the reactants needed to synthesize the given product. (1) The reactants are: Br[C:2]1[S:6][C:5]([N:7]2[CH2:15][CH:14]3[CH2:16][N:10]4[CH2:11][CH:12]([CH2:17][CH:8]2[CH2:9]4)[CH2:13]3)=[N:4][CH:3]=1.[CH3:18][O:19][C:20]1[CH:25]=[CH:24][C:23](B(O)O)=[CH:22][CH:21]=1. Given the product [CH3:18][O:19][C:20]1[CH:25]=[CH:24][C:23]([C:2]2[S:6][C:5]([N:7]3[CH2:15][CH:14]4[CH2:16][N:10]5[CH2:11][CH:12]([CH2:17][CH:8]3[CH2:9]5)[CH2:13]4)=[N:4][CH:3]=2)=[CH:22][CH:21]=1, predict the reactants needed to synthesize it. (2) Given the product [F:22][C:19]1[C:18]([F:23])=[CH:17][C:13]([C:14]2[O:1][N:2]=[C:3]([C:4]3[CH:5]=[N:6][CH:7]=[CH:8][CH:9]=3)[N:10]=2)=[C:12]([F:11])[C:20]=1[OH:21], predict the reactants needed to synthesize it. The reactants are: [OH:1][N:2]=[C:3]([NH2:10])[C:4]1[CH:9]=[CH:8][CH:7]=[N:6][CH:5]=1.[F:11][C:12]1[C:20]([OH:21])=[C:19]([F:22])[C:18]([F:23])=[CH:17][C:13]=1[C:14](O)=O.N. (3) The reactants are: [Cl:1][C:2]1[CH:3]=[C:4]([S:9]([N:12]2[CH2:17][CH2:16][NH:15][C:14](=[O:18])[CH2:13]2)(=[O:11])=[O:10])[CH:5]=[CH:6][C:7]=1[Cl:8].Br[C:20]1[C:25]([C:26]([F:29])([F:28])[F:27])=[CH:24][CH:23]=[CH:22][N:21]=1.C(=O)([O-])[O-].[K+].[K+].CNCCNC. Given the product [Cl:1][C:2]1[CH:3]=[C:4]([S:9]([N:12]2[CH2:17][CH2:16][N:15]([C:20]3[C:25]([C:26]([F:29])([F:28])[F:27])=[CH:24][CH:23]=[CH:22][N:21]=3)[C:14](=[O:18])[CH2:13]2)(=[O:11])=[O:10])[CH:5]=[CH:6][C:7]=1[Cl:8], predict the reactants needed to synthesize it. (4) Given the product [F:32][C:26]1[CH:27]=[CH:28][CH:29]=[C:30]([F:31])[C:25]=1[NH:24][C:22](=[O:23])[C:21]1[CH:33]=[C:17]([C:9]2[N:10]=[C:11]3[CH:16]=[CH:15][CH:14]=[CH:13][N:12]3[C:8]=2[C:6]2[CH:5]=[CH:4][N:3]=[C:2]([NH:42][C:41]3[CH:43]=[CH:44][C:45]([N:47]4[CH2:52][CH2:51][N:50]([CH2:53][CH2:54][CH3:55])[CH2:49][CH2:48]4)=[CH:46][C:40]=3[O:39][CH2:37][CH3:38])[N:7]=2)[CH:18]=[CH:19][C:20]=1[O:34][CH2:35][CH3:36], predict the reactants needed to synthesize it. The reactants are: Cl[C:2]1[N:7]=[C:6]([C:8]2[N:12]3[CH:13]=[CH:14][CH:15]=[CH:16][C:11]3=[N:10][C:9]=2[C:17]2[CH:18]=[CH:19][C:20]([O:34][CH2:35][CH3:36])=[C:21]([CH:33]=2)[C:22]([NH:24][C:25]2[C:30]([F:31])=[CH:29][CH:28]=[CH:27][C:26]=2[F:32])=[O:23])[CH:5]=[CH:4][N:3]=1.[CH2:37]([O:39][C:40]1[CH:46]=[C:45]([N:47]2[CH2:52][CH2:51][N:50]([CH2:53][CH2:54][CH3:55])[CH2:49][CH2:48]2)[CH:44]=[CH:43][C:41]=1[NH2:42])[CH3:38].C1(C)C=CC(S(O)(=O)=O)=CC=1.C[O-].[Na+]. (5) Given the product [CH3:30][C:25]1([CH3:31])[C:26]([CH3:29])([CH3:28])[O:27][B:23]([C:2]2[CH:18]=[CH:17][C:5]([O:6][CH2:7][CH2:8][CH2:9][O:10][CH:11]3[CH2:16][CH2:15][CH2:14][CH2:13][O:12]3)=[C:4]([C:19]([F:22])([F:21])[F:20])[CH:3]=2)[O:24]1, predict the reactants needed to synthesize it. The reactants are: Br[C:2]1[CH:18]=[CH:17][C:5]([O:6][CH2:7][CH2:8][CH2:9][O:10][CH:11]2[CH2:16][CH2:15][CH2:14][CH2:13][O:12]2)=[C:4]([C:19]([F:22])([F:21])[F:20])[CH:3]=1.[B:23]1([B:23]2[O:27][C:26]([CH3:29])([CH3:28])[C:25]([CH3:31])([CH3:30])[O:24]2)[O:27][C:26]([CH3:29])([CH3:28])[C:25]([CH3:31])([CH3:30])[O:24]1.C([O-])(=O)C.[K+]. (6) Given the product [Cl:1][C:2]1[CH:7]=[C:6]([C:8]2[N:19]=[C:16]([OH:18])[C:15]3[C:10]([CH:9]=2)=[CH:11][N:12]=[CH:13][CH:14]=3)[CH:5]=[CH:4][N:3]=1, predict the reactants needed to synthesize it. The reactants are: [Cl:1][C:2]1[CH:7]=[C:6]([C:8]2O[C:16](=[O:18])[C:15]3[CH:14]=[CH:13][N:12]=[CH:11][C:10]=3[CH:9]=2)[CH:5]=[CH:4][N:3]=1.[NH4+:19].[OH-].Cl. (7) The reactants are: [Br:1][C:2]1[CH:9]=[CH:8][C:5]([C:6]#[N:7])=[C:4](F)[CH:3]=1.[NH:11]1[CH2:16][CH2:15][O:14][CH2:13][CH2:12]1.CCN(C(C)C)C(C)C. Given the product [Br:1][C:2]1[CH:9]=[CH:8][C:5]([C:6]#[N:7])=[C:4]([N:11]2[CH2:16][CH2:15][O:14][CH2:13][CH2:12]2)[CH:3]=1, predict the reactants needed to synthesize it.